Dataset: Reaction yield outcomes from USPTO patents with 853,638 reactions. Task: Predict the reaction yield, written as a fraction of the theoretical maximum amount of product (1.0 means a 100% yield; for example, 0.34 means a 34% yield). (1) The reactants are P(Cl)(Cl)([Cl:3])=O.[CH2:6]([O:8][C:9]([C:11]1[CH:20]=[C:19]2[C:14]([CH:15]=[CH:16][CH:17]=[N+:18]2[O-])=[CH:13][CH:12]=1)=[O:10])[CH3:7].O.[OH-].[K+]. The catalyst is ClCCl. The product is [Cl:3][C:17]1[CH:16]=[CH:15][C:14]2[C:19](=[CH:20][C:11]([C:9]([O:8][CH2:6][CH3:7])=[O:10])=[CH:12][CH:13]=2)[N:18]=1. The yield is 0.520. (2) The reactants are C[O:2][C:3](=[O:29])[C@@H:4]([NH:9][C:10]([C:12]1[CH:17]=[N:16][C:15]([N:18]2[CH2:21][C:20]([F:23])([F:22])[CH2:19]2)=[C:14]([O:24][CH2:25][CH:26]2[CH2:28][CH2:27]2)[N:13]=1)=[O:11])[CH2:5][CH:6]([CH3:8])[CH3:7].O.[OH-].[Li+].Cl. The catalyst is C1COCC1.O. The product is [CH:26]1([CH2:25][O:24][C:14]2[N:13]=[C:12]([C:10]([NH:9][C@@H:4]([CH2:5][CH:6]([CH3:8])[CH3:7])[C:3]([OH:29])=[O:2])=[O:11])[CH:17]=[N:16][C:15]=2[N:18]2[CH2:19][C:20]([F:23])([F:22])[CH2:21]2)[CH2:28][CH2:27]1. The yield is 0.970.